Dataset: Catalyst prediction with 721,799 reactions and 888 catalyst types from USPTO. Task: Predict which catalyst facilitates the given reaction. (1) Reactant: [F:1][C:2]1[CH:7]=[CH:6][C:5]([S:8](Cl)(=[O:10])=[O:9])=[CH:4][C:3]=1[CH3:12].[CH2:13]([O:15][C:16](=[O:28])[CH:17]([NH2:27])[CH:18]([C:23]([F:26])([F:25])[F:24])[C:19]([F:22])([F:21])[F:20])[CH3:14].N1C=CC=CC=1. Product: [CH2:13]([O:15][C:16](=[O:28])[CH:17]([NH:27][S:8]([C:5]1[CH:6]=[CH:7][C:2]([F:1])=[C:3]([CH3:12])[CH:4]=1)(=[O:10])=[O:9])[CH:18]([C:19]([F:22])([F:20])[F:21])[C:23]([F:25])([F:26])[F:24])[CH3:14]. The catalyst class is: 68. (2) Reactant: [C:1]([O:5][C:6]([N:8]1[CH2:11][CH2:10][C@H:9]1[C:12]([OH:14])=O)=[O:7])([CH3:4])([CH3:3])[CH3:2].[CH2:15]([NH2:25])[CH2:16][CH2:17][CH2:18][CH2:19][CH2:20][CH2:21][CH2:22][CH2:23][CH3:24].C(N(CC)C(C)C)(C)C.C1CN([P+](ON2N=NC3C=CC=CC2=3)(N2CCCC2)N2CCCC2)CC1.F[P-](F)(F)(F)(F)F. Product: [CH2:15]([NH:25][C:12]([C@@H:9]1[CH2:10][CH2:11][N:8]1[C:6]([O:5][C:1]([CH3:2])([CH3:3])[CH3:4])=[O:7])=[O:14])[CH2:16][CH2:17][CH2:18][CH2:19][CH2:20][CH2:21][CH2:22][CH2:23][CH3:24]. The catalyst class is: 2. (3) Reactant: [C:1]1(/[C:7](/[CH3:14])=[CH:8]/[C:9]([O:11][CH2:12][CH3:13])=[O:10])[CH:6]=[CH:5][CH:4]=[CH:3][CH:2]=1.N(C(C)(C)C#N)=NC(C)(C)C#N.[Br:27]N1C(=O)CCC1=O. Product: [Br:27][CH2:14]/[C:7](/[C:1]1[CH:6]=[CH:5][CH:4]=[CH:3][CH:2]=1)=[CH:8]/[C:9]([O:11][CH2:12][CH3:13])=[O:10]. The catalyst class is: 53. (4) Reactant: [OH-].[Li+].[Br:3][C:4]1[CH:9]=[CH:8][C:7]([C:10]([NH:12][C@@H:13]([CH:18]2[CH2:23][CH2:22][CH2:21][CH2:20][CH2:19]2)[C:14]([O:16]C)=[O:15])=[O:11])=[C:6]([NH:24][C:25]([NH:27][C:28]2[C:33]([CH3:34])=[CH:32][CH:31]=[CH:30][C:29]=2[CH3:35])=[O:26])[CH:5]=1.CO.Cl. Product: [Br:3][C:4]1[CH:9]=[CH:8][C:7]([C:10]([NH:12][C@@H:13]([CH:18]2[CH2:23][CH2:22][CH2:21][CH2:20][CH2:19]2)[C:14]([OH:16])=[O:15])=[O:11])=[C:6]([NH:24][C:25]([NH:27][C:28]2[C:33]([CH3:34])=[CH:32][CH:31]=[CH:30][C:29]=2[CH3:35])=[O:26])[CH:5]=1. The catalyst class is: 20. (5) Reactant: [Al+3].[Cl-].[Cl-].[Cl-].[C:5](Cl)(=O)[C:6]([Cl:8])=[O:7].[CH3:11][O:12][C:13](=[O:23])[C:14]([CH3:22])([C:16]1[CH:21]=[CH:20]C=[CH:18][CH:17]=1)[CH3:15]. Product: [CH3:11][O:12][C:13](=[O:23])[C:14]([C:16]1[CH:17]=[CH:18][C:5]([C:6]([Cl:8])=[O:7])=[CH:20][CH:21]=1)([CH3:22])[CH3:15]. The catalyst class is: 2. (6) Reactant: [N:1]1([CH2:7][CH2:8][CH2:9][OH:10])[CH2:6][CH2:5][CH2:4][CH2:3][CH2:2]1.C(N(CC)CC)C.[CH3:18][S:19](Cl)(=[O:21])=[O:20]. Product: [N:1]1([CH2:7][CH2:8][CH2:9][O:10][S:19]([CH3:18])(=[O:21])=[O:20])[CH2:6][CH2:5][CH2:4][CH2:3][CH2:2]1. The catalyst class is: 2. (7) Reactant: [CH2:1]([O:3][C:4](=[O:18])[CH2:5][O:6][CH2:7][CH2:8][O:9][CH2:10][CH2:11][O:12][CH2:13][CH2:14][N:15]=[N+]=[N-])[CH3:2].Cl.[Cl-].C(OC(COCCOCCOCC[NH3+])=O)C. Product: [NH2:15][CH2:14][CH2:13][O:12][CH2:11][CH2:10][O:9][CH2:8][CH2:7][O:6][CH2:5][C:4]([O:3][CH2:1][CH3:2])=[O:18]. The catalyst class is: 29.